From a dataset of Retrosynthesis with 50K atom-mapped reactions and 10 reaction types from USPTO. Predict the reactants needed to synthesize the given product. Given the product Cc1cccc(CC2CO2)c1C, predict the reactants needed to synthesize it. The reactants are: C=CCc1cccc(C)c1C.OO.